Dataset: In vitro SARS-CoV-2 activity screen of 1,480 approved drugs from Prestwick library. Task: Binary Classification. Given a drug SMILES string, predict its activity (active/inactive) in a high-throughput screening assay against a specified biological target. The compound is Nc1nc(=S)c2[nH]cnc2[nH]1. The result is 0 (inactive).